From a dataset of Full USPTO retrosynthesis dataset with 1.9M reactions from patents (1976-2016). Predict the reactants needed to synthesize the given product. (1) Given the product [Cl:1][C:2]1[CH:3]=[CH:4][C:5]([C:8]2[O:16][C:15]3[CH:14]=[CH:13][N:12]([C:26]4[CH:27]=[CH:28][C:23]5[N:24]([C:32]([CH3:33])=[C:21]([CH:18]6[CH2:20][CH2:19]6)[N:22]=5)[CH:25]=4)[C:11](=[O:17])[C:10]=3[CH:9]=2)=[CH:6][CH:7]=1, predict the reactants needed to synthesize it. The reactants are: [Cl:1][C:2]1[CH:7]=[CH:6][C:5]([C:8]2[O:16][C:15]3[CH:14]=[CH:13][NH:12][C:11](=[O:17])[C:10]=3[CH:9]=2)=[CH:4][CH:3]=1.[CH:18]1([C:21]2[N:22]=[C:23]3[CH:28]=[CH:27][C:26](B(O)O)=[CH:25][N:24]3[C:32]=2[CH3:33])[CH2:20][CH2:19]1.N1C=CC=CC=1. (2) Given the product [Br:5][C:6]1[CH:7]=[C:8]([C:13]2[C:14]([C:18]3[CH:23]=[CH:22][CH:21]=[C:20]([CH3:24])[N:19]=3)=[N:15][N:16]([CH:2]([CH3:4])[CH3:3])[CH:17]=2)[CH:9]=[CH:10][C:11]=1[F:12], predict the reactants needed to synthesize it. The reactants are: I[CH:2]([CH3:4])[CH3:3].[Br:5][C:6]1[CH:7]=[C:8]([C:13]2[C:14]([C:18]3[CH:23]=[CH:22][CH:21]=[C:20]([CH3:24])[N:19]=3)=[N:15][NH:16][CH:17]=2)[CH:9]=[CH:10][C:11]=1[F:12]. (3) Given the product [S:17]1[C:8]2=[CH:9][C:10]3[NH:11][CH2:12][CH2:13][O:14][C:15]=3[CH:16]=[C:7]2[N:6]=[C:5]1[C:1]#[N:2], predict the reactants needed to synthesize it. The reactants are: [C-:1]#[N:2].[K+].Cl[C:5]1[S:17][C:8]2=[CH:9][C:10]3[NH:11][CH2:12][CH2:13][O:14][C:15]=3[CH:16]=[C:7]2[N:6]=1.O.